Dataset: Full USPTO retrosynthesis dataset with 1.9M reactions from patents (1976-2016). Task: Predict the reactants needed to synthesize the given product. (1) Given the product [CH2:1]([O:8][C:9]1[CH:14]=[C:13]([CH2:15][C:16]2[CH:21]=[C:20]([CH2:22][CH3:23])[CH:19]=[CH:18][N:17]=2)[CH:12]=[CH:11][C:10]=1[N:24]1[S:28](=[O:30])(=[O:29])[NH:27][C:26](=[O:37])[CH2:25]1)[C:2]1[CH:3]=[CH:4][CH:5]=[CH:6][CH:7]=1, predict the reactants needed to synthesize it. The reactants are: [CH2:1]([O:8][C:9]1[CH:14]=[C:13]([CH2:15][C:16]2[CH:21]=[C:20]([CH2:22][CH3:23])[CH:19]=[CH:18][N:17]=2)[CH:12]=[CH:11][C:10]=1[N:24]1[S:28](=[O:30])(=[O:29])[N:27](CC[Si](C)(C)C)[C:26](=[O:37])[CH2:25]1)[C:2]1[CH:7]=[CH:6][CH:5]=[CH:4][CH:3]=1.[F-].[Cs+]. (2) Given the product [C:25]1(/[C:17](=[CH:18]\[C:19]2[CH:24]=[CH:23][CH:22]=[CH:21][CH:20]=2)/[C:16]([NH:15][CH2:14][CH2:13][CH2:12][CH2:11][CH2:10][CH2:9][C:8]([NH:2][OH:3])=[O:7])=[O:31])[CH:30]=[CH:29][CH:28]=[CH:27][CH:26]=1, predict the reactants needed to synthesize it. The reactants are: Cl.[NH2:2][OH:3].[OH-].[K+].C[O:7][C:8](=O)[CH2:9][CH2:10][CH2:11][CH2:12][CH2:13][CH2:14][NH:15][C:16](=[O:31])/[C:17](/[C:25]1[CH:30]=[CH:29][CH:28]=[CH:27][CH:26]=1)=[CH:18]/[C:19]1[CH:24]=[CH:23][CH:22]=[CH:21][CH:20]=1. (3) Given the product [CH3:19][C:16]1[CH:17]=[CH:18][C:13]([CH2:12][S:9]([CH2:8][CH2:7][CH2:6][N:20]2[CH2:24][CH2:23][CH2:22][CH2:21]2)(=[O:11])=[O:10])=[CH:14][CH:15]=1, predict the reactants needed to synthesize it. The reactants are: CS(O[CH2:6][CH2:7][CH2:8][S:9]([CH2:12][C:13]1[CH:18]=[CH:17][C:16]([CH3:19])=[CH:15][CH:14]=1)(=[O:11])=[O:10])(=O)=O.[NH:20]1[CH2:24][CH2:23][CH2:22][CH2:21]1.